This data is from Full USPTO retrosynthesis dataset with 1.9M reactions from patents (1976-2016). The task is: Predict the reactants needed to synthesize the given product. (1) The reactants are: [Br:1][C:2]1[CH:16]=[CH:15][C:5]2[N:6]=[C:7]([N:9]3[CH2:14][CH2:13][NH:12][CH2:11][CH2:10]3)[S:8][C:4]=2[CH:3]=1.Cl[C:18]1[N:23]=[CH:22][C:21]([CH2:24][CH2:25][CH3:26])=[CH:20][N:19]=1.BrC1C=CC2N=C(OC3CCN(C4N=CC(CCC)=CN=4)CC3)SC=2C=1. Given the product [Br:1][C:2]1[CH:16]=[CH:15][C:5]2[N:6]=[C:7]([N:9]3[CH2:14][CH2:13][N:12]([C:18]4[N:23]=[CH:22][C:21]([CH2:24][CH2:25][CH3:26])=[CH:20][N:19]=4)[CH2:11][CH2:10]3)[S:8][C:4]=2[CH:3]=1, predict the reactants needed to synthesize it. (2) Given the product [NH2:1][C:2]1[CH:7]=[CH:6][CH:5]=[CH:4][C:3]=1[NH:8][C:9](=[O:28])[C:10]1[CH:15]=[CH:14][C:13]([CH2:16][N:17]2[CH2:25][C:24]3[C:19](=[CH:20][CH:21]=[CH:22][C:23]=3[C:38]3[CH:39]=[CH:40][C:35]([C:29]4[CH:34]=[CH:33][CH:32]=[CH:31][CH:30]=4)=[CH:36][CH:37]=3)[C:18]2=[O:27])=[CH:12][CH:11]=1, predict the reactants needed to synthesize it. The reactants are: [NH2:1][C:2]1[CH:7]=[CH:6][CH:5]=[CH:4][C:3]=1[NH:8][C:9](=[O:28])[C:10]1[CH:15]=[CH:14][C:13]([CH2:16][N:17]2[CH2:25][C:24]3[C:19](=[CH:20][CH:21]=[CH:22][C:23]=3Br)[C:18]2=[O:27])=[CH:12][CH:11]=1.[C:29]1([C:35]2[CH:40]=[CH:39][C:38](B(O)O)=[CH:37][CH:36]=2)[CH:34]=[CH:33][CH:32]=[CH:31][CH:30]=1. (3) Given the product [CH3:8][O:9][C:10]([C:11]1([CH:12]([O:14][C:15](=[O:17])[CH3:16])[CH3:13])[CH2:18][CH2:22][N:23]([CH2:29][C:30]2[CH:31]=[CH:32][CH:33]=[CH:34][CH:35]=2)[CH2:24]1)=[O:19], predict the reactants needed to synthesize it. The reactants are: FC(F)(F)C(O)=O.[CH3:8][O:9][C:10](=[O:19])[C:11](=[CH2:18])[CH:12]([O:14][C:15](=[O:17])[CH3:16])[CH3:13].CO[CH2:22][N:23]([CH2:29][C:30]1[CH:35]=[CH:34][CH:33]=[CH:32][CH:31]=1)[CH2:24][Si](C)(C)C.